From a dataset of Full USPTO retrosynthesis dataset with 1.9M reactions from patents (1976-2016). Predict the reactants needed to synthesize the given product. (1) Given the product [CH:32]1([C:30]([C:24]2[CH:25]=[C:26]([CH3:29])[CH:27]=[CH:28][C:23]=2[NH:22][C:20](=[O:21])[NH:19][C:16]2[S:17][CH:18]=[C:14]([CH2:13][CH2:12][O:11][C:8]3[CH:7]=[CH:6][C:5]([CH2:4][C:3]([OH:37])=[O:2])=[CH:10][CH:9]=3)[N:15]=2)=[O:31])[CH2:36][CH2:35][CH2:34][CH2:33]1, predict the reactants needed to synthesize it. The reactants are: C[O:2][C:3](=[O:37])[CH2:4][C:5]1[CH:10]=[CH:9][C:8]([O:11][CH2:12][CH2:13][C:14]2[N:15]=[C:16]([NH:19][C:20]([NH:22][C:23]3[CH:28]=[CH:27][C:26]([CH3:29])=[CH:25][C:24]=3[C:30]([CH:32]3[CH2:36][CH2:35][CH2:34][CH2:33]3)=[O:31])=[O:21])[S:17][CH:18]=2)=[CH:7][CH:6]=1. (2) Given the product [Cl:1][C:2]1[CH:7]=[C:6]([N:8]2[C:12]3=[N:13][CH:14]=[CH:15][CH:16]=[C:11]3[N:10]=[CH:9]2)[CH:5]=[C:4]([Cl:17])[C:3]=1[CH2:18][C:19]([NH:34][C:31]1[CH:32]=[CH:33][C:28]([CH2:27][N:24]([CH2:22][CH3:23])[CH2:25][CH3:26])=[C:29]([C:35]([F:36])([F:37])[F:38])[CH:30]=1)=[O:20], predict the reactants needed to synthesize it. The reactants are: [Cl:1][C:2]1[CH:7]=[C:6]([N:8]2[C:12]3=[N:13][CH:14]=[CH:15][CH:16]=[C:11]3[N:10]=[CH:9]2)[CH:5]=[C:4]([Cl:17])[C:3]=1[CH2:18][C:19](O)=[O:20].[CH2:22]([N:24]([CH2:27][C:28]1[CH:33]=[CH:32][C:31]([NH2:34])=[CH:30][C:29]=1[C:35]([F:38])([F:37])[F:36])[CH2:25][CH3:26])[CH3:23].